Dataset: Full USPTO retrosynthesis dataset with 1.9M reactions from patents (1976-2016). Task: Predict the reactants needed to synthesize the given product. (1) Given the product [F:1][C:2]1[CH:7]=[CH:6][C:5]([C:8]([NH:9][S@:10]([C:12]([CH3:13])([CH3:14])[CH3:15])=[O:11])([C:16]2[CH:17]=[N:18][C:19]([N:22]3[CH2:27][CH2:26][N:25]([C:28]4[C:33]5=[CH:34][C:35]([C:37]6[CH:38]=[N:39][N:40]([CH3:42])[CH:41]=6)=[CH:36][N:32]5[N:31]=[CH:30][N:29]=4)[CH2:24][CH2:23]3)=[N:20][CH:21]=2)[CH3:43])=[CH:4][CH:3]=1, predict the reactants needed to synthesize it. The reactants are: [F:1][C:2]1[CH:7]=[CH:6][C:5](/[C:8](/[C:16]2[CH:17]=[N:18][C:19]([N:22]3[CH2:27][CH2:26][N:25]([C:28]4[C:33]5=[CH:34][C:35]([C:37]6[CH:38]=[N:39][N:40]([CH3:42])[CH:41]=6)=[CH:36][N:32]5[N:31]=[CH:30][N:29]=4)[CH2:24][CH2:23]3)=[N:20][CH:21]=2)=[N:9]/[S@:10]([C:12]([CH3:15])([CH3:14])[CH3:13])=[O:11])=[CH:4][CH:3]=1.[CH3:43][Mg]Br.[Cl-].[NH4+]. (2) Given the product [NH:1]([C:2]1[CH:14]=[CH:13][C:5]([CH2:6][C@H:7]2[CH2:11][O:10][C:9](=[O:12])[NH:8]2)=[CH:4][CH:3]=1)[NH2:15], predict the reactants needed to synthesize it. The reactants are: [NH2:1][C:2]1[CH:14]=[CH:13][C:5]([CH2:6][C@H:7]2[CH2:11][O:10][C:9](=[O:12])[NH:8]2)=[CH:4][CH:3]=1.[N:15]([O-])=O.[Na+].[OH-].[Na+]. (3) The reactants are: ClC(Cl)(Cl)[C:3]([C:5]1[N:14]2[C:8]([CH2:9][N:10]([C:19]([C:21]3[CH:26]=[CH:25][C:24]([C:27]4[CH:32]=[CH:31][CH:30]=[CH:29][C:28]=4[O:33][CH3:34])=[CH:23][CH:22]=3)=[O:20])[C:11]3[CH:18]=[CH:17][CH:16]=[CH:15][C:12]=3[CH2:13]2)=[CH:7][CH:6]=1)=[O:4].[CH3:37][C:38]1[O:42][N:41]=[C:40]([C:43](CN)=O)[CH:39]=1.CS(C)=O.C([N:53](CC)CC)C. Given the product [CH3:34][O:33][C:28]1[CH:29]=[CH:30][CH:31]=[CH:32][C:27]=1[C:24]1[CH:25]=[CH:26][C:21]([C:19]([N:10]2[C:11]3[CH:18]=[CH:17][CH:16]=[CH:15][C:12]=3[CH2:13][N:14]3[C:5]([C:3]([NH:53][CH2:43][C:40]4[CH:39]=[C:38]([CH3:37])[O:42][N:41]=4)=[O:4])=[CH:6][CH:7]=[C:8]3[CH2:9]2)=[O:20])=[CH:22][CH:23]=1, predict the reactants needed to synthesize it. (4) Given the product [CH3:21][O:20][C:16]1[CH:15]=[C:14]([C:9]2[O:10][C:11]([CH3:13])=[CH:12][C:8]=2[C:6]([OH:7])=[O:5])[CH:19]=[CH:18][CH:17]=1, predict the reactants needed to synthesize it. The reactants are: [OH-].[Na+].C([O:5][C:6]([C:8]1[CH:12]=[C:11]([CH3:13])[O:10][C:9]=1[C:14]1[CH:19]=[CH:18][CH:17]=[C:16]([O:20][CH3:21])[CH:15]=1)=[O:7])C.